This data is from Catalyst prediction with 721,799 reactions and 888 catalyst types from USPTO. The task is: Predict which catalyst facilitates the given reaction. Reactant: [CH3:1][N:2]1[CH2:15][CH2:14][C:5]2[NH:6][C:7]3[CH:8]=[CH:9][C:10]([CH3:13])=[CH:11][C:12]=3[C:4]=2[CH2:3]1.[H-].[Na+].[O:18]1[CH2:20][CH:19]1[C:21]1[C:30]2[C:25](=[CH:26][CH:27]=[CH:28][CH:29]=2)[N:24]=[CH:23][CH:22]=1. Product: [CH3:1][N:2]1[CH2:15][CH2:14][C:5]2[N:6]([CH2:20][CH:19]([C:21]3[C:30]4[C:25](=[CH:26][CH:27]=[CH:28][CH:29]=4)[N:24]=[CH:23][CH:22]=3)[OH:18])[C:7]3[CH:8]=[CH:9][C:10]([CH3:13])=[CH:11][C:12]=3[C:4]=2[CH2:3]1. The catalyst class is: 3.